From a dataset of Full USPTO retrosynthesis dataset with 1.9M reactions from patents (1976-2016). Predict the reactants needed to synthesize the given product. (1) Given the product [C:16]([O:15][C:13](=[O:14])[NH:12][CH2:11][CH2:10][C:3]1[C:4]2[C:9](=[CH:8][CH:7]=[CH:6][CH:5]=2)[NH:1][CH:2]=1)([CH3:19])([CH3:18])[CH3:17], predict the reactants needed to synthesize it. The reactants are: [NH:1]1[C:9]2[C:4](=[CH:5][CH:6]=[CH:7][CH:8]=2)[C:3]([CH2:10][CH2:11][NH2:12])=[CH:2]1.[C:13](O[C:13]([O:15][C:16]([CH3:19])([CH3:18])[CH3:17])=[O:14])([O:15][C:16]([CH3:19])([CH3:18])[CH3:17])=[O:14]. (2) The reactants are: [CH3:1][NH:2][C:3]([C:5]1[CH:10]=[CH:9][C:8]([C:11]#[C:12][C:13]2[CH:14]=[CH:15][C:16]([O:22][C:23]([F:26])([F:25])[F:24])=[C:17]([CH:21]=2)[C:18](O)=[O:19])=[CH:7][CH:6]=1)=[O:4].[NH2:27][CH:28]([CH2:31][C:32]1[C:40]2[C:35](=[C:36]([C:41]([F:44])([F:43])[F:42])[CH:37]=[CH:38][CH:39]=2)[NH:34][N:33]=1)[CH2:29][OH:30].CN(C(ON1N=NC2C=CC=NC1=2)=[N+](C)C)C.F[P-](F)(F)(F)(F)F.CN1CCOCC1. Given the product [OH:30][CH2:29][CH:28]([NH:27][C:18](=[O:19])[C:17]1[CH:21]=[C:13]([C:12]#[C:11][C:8]2[CH:7]=[CH:6][C:5]([C:3]([NH:2][CH3:1])=[O:4])=[CH:10][CH:9]=2)[CH:14]=[CH:15][C:16]=1[O:22][C:23]([F:24])([F:26])[F:25])[CH2:31][C:32]1[C:40]2[C:35](=[C:36]([C:41]([F:44])([F:43])[F:42])[CH:37]=[CH:38][CH:39]=2)[NH:34][N:33]=1, predict the reactants needed to synthesize it. (3) Given the product [C:12]([O:11][C:9](=[O:10])[NH:21][CH2:20][CH2:19][CH2:18][Br:17])([CH3:13])([CH3:14])[CH3:15], predict the reactants needed to synthesize it. The reactants are: [CH3:13][C:12]([O:11][C:9](O[C:9]([O:11][C:12]([CH3:15])([CH3:14])[CH3:13])=[O:10])=[O:10])([CH3:15])[CH3:14].Br.[Br:17][CH2:18][CH2:19][CH2:20][NH2:21].C(N(CC)CC)C. (4) Given the product [CH3:82][O:81][C:78]1[CH:77]=[CH:76][C:75]([CH2:74][N:68]([C:69]2[S:70][CH:71]=[CH:72][N:73]=2)[S:65]([C:59]2[CH:60]=[C:61]3[C:56](=[CH:57][CH:58]=2)[C:55]([C:46]2[CH:47]=[CH:48][C:49]([C:51]([F:52])([F:53])[F:54])=[CH:50][C:45]=2[C:31]2[CH2:36][CH2:35][N:34]([C:37]([O:39][C:40]([CH3:43])([CH3:42])[CH3:41])=[O:38])[CH2:33][CH:32]=2)=[CH:64][CH:63]=[CH:62]3)(=[O:67])=[O:66])=[CH:80][CH:79]=1, predict the reactants needed to synthesize it. The reactants are: N1C=CC(NS(C2C=C3C(=CC=2)C(C2C=CC(C(F)(F)F)=CC=2[C:31]2[CH2:36][CH2:35][N:34]([C:37]([O:39][C:40]([CH3:43])([CH3:42])[CH3:41])=[O:38])[CH2:33][CH:32]=2)=CC=C3)(=O)=O)=NC=1.Cl[C:45]1[CH:50]=[C:49]([C:51]([F:54])([F:53])[F:52])[CH:48]=[CH:47][C:46]=1[C:55]1[CH:64]=[CH:63][CH:62]=[C:61]2[C:56]=1[CH:57]=[CH:58][C:59]([S:65]([N:68]([CH2:74][C:75]1[CH:80]=[CH:79][C:78]([O:81][CH3:82])=[CH:77][CH:76]=1)[C:69]1[S:70][CH:71]=[CH:72][N:73]=1)(=[O:67])=[O:66])=[CH:60]2. (5) Given the product [Cl:24][C:22]1[CH:23]=[C:15]2[C:16]([C:17](=[O:19])[N:5]=[C:4]([CH2:3][C:1]#[N:2])[NH:14]2)=[CH:20][CH:21]=1, predict the reactants needed to synthesize it. The reactants are: [C:1]([CH2:3][C:4](=S)[NH2:5])#[N:2].BrCC.[O-]CC.[Na+].[NH2:14][C:15]1[CH:23]=[C:22]([Cl:24])[CH:21]=[CH:20][C:16]=1[C:17]([OH:19])=O. (6) Given the product [CH2:12]1[C:11]2[C:10]3[C:5]4[CH:6]=[CH:7][CH:8]=[CH:9][C:4]=4[NH:1][C:18]=3[CH:17]=[CH:16][C:15]=2[C:14](=[O:19])[CH2:13]1, predict the reactants needed to synthesize it. The reactants are: [N+:1]([C:4]1[CH:9]=[CH:8][CH:7]=[CH:6][C:5]=1[C:10]1[CH:18]=[CH:17][CH:16]=[C:15]2[C:11]=1[CH2:12][CH2:13][C:14]2=[O:19])([O-])=O.P(OCC)(OCC)OCC.C1C2NC3C(=CC=CC=3)C=2C=CC=1. (7) The reactants are: [CH3:1][C:2]1[NH:6][C:5]([C:7]2[CH:12]=[CH:11][C:10]([C:13]([F:16])([F:15])[F:14])=[CH:9][CH:8]=2)=[N:4][C:3]=1[CH2:17]O.S(Cl)([Cl:21])=O. Given the product [Cl:21][CH2:17][C:3]1[N:4]=[C:5]([C:7]2[CH:12]=[CH:11][C:10]([C:13]([F:16])([F:15])[F:14])=[CH:9][CH:8]=2)[NH:6][C:2]=1[CH3:1], predict the reactants needed to synthesize it. (8) Given the product [CH2:26]([O:25][C:23]([C:22]1[C:21]2([C:19]([O:18][CH2:16][CH3:17])=[O:20])[N:47]([CH2:48][CH2:49][C:50]3[C:58]4[C:53](=[CH:54][CH:55]=[CH:56][CH:57]=4)[NH:52][C:51]=32)[CH:7]=[C:6]([C:5](=[O:15])[C:4]2[CH:3]=[C:2]([Cl:1])[C:11]([CH3:12])=[CH:10][C:9]=2[OH:8])[CH:13]=1)=[O:24])[CH3:27], predict the reactants needed to synthesize it. The reactants are: [Cl:1][C:2]1[CH:3]=[C:4]2[C:9](=[CH:10][C:11]=1[CH3:12])[O:8][CH:7]=[C:6]([CH:13]=O)[C:5]2=[O:15].[CH2:16]([O:18][C:19]([C:21]#[C:22][C:23]([O:25][CH2:26][CH3:27])=[O:24])=[O:20])[CH3:17].C1(P(C2C=CC=CC=2)C2C=CC=CC=2)C=CC=CC=1.[NH2:47][CH2:48][CH2:49][C:50]1[C:58]2[C:53](=[CH:54][CH:55]=[CH:56][CH:57]=2)[NH:52][CH:51]=1. (9) Given the product [CH3:57][N:55]([CH3:56])[C:50]1[CH:51]=[C:52]2[C:47](=[CH:48][CH:49]=1)[C:46](=[O:58])[N:45]([C:41]1[CH:42]=[CH:43][CH:44]=[C:34]([C:6]3[CH:5]=[C:4]([NH:17][C:18]4[CH:23]=[CH:22][C:21]([C:24]([N:26]5[CH2:27][CH2:28][O:29][CH2:30][CH2:31]5)=[O:25])=[CH:20][N:19]=4)[C:3](=[O:32])[N:2]([CH3:1])[CH:7]=3)[C:35]=1[CH2:36][O:37][C:38](=[O:40])[CH3:39])[CH:54]=[CH:53]2, predict the reactants needed to synthesize it. The reactants are: [CH3:1][N:2]1[CH:7]=[C:6](B2OC(C)(C)C(C)(C)O2)[CH:5]=[C:4]([NH:17][C:18]2[CH:23]=[CH:22][C:21]([C:24]([N:26]3[CH2:31][CH2:30][O:29][CH2:28][CH2:27]3)=[O:25])=[CH:20][N:19]=2)[C:3]1=[O:32].Br[C:34]1[CH:44]=[CH:43][CH:42]=[C:41]([N:45]2[CH:54]=[CH:53][C:52]3[C:47](=[CH:48][CH:49]=[C:50]([N:55]([CH3:57])[CH3:56])[CH:51]=3)[C:46]2=[O:58])[C:35]=1[CH2:36][O:37][C:38](=[O:40])[CH3:39].P([O-])([O-])([O-])=O.[K+].[K+].[K+]. (10) Given the product [CH3:19][CH:18]([O:20][C:21](=[O:33])[CH:22]([O:23][C:24](=[O:28])[CH:25]([CH3:27])[CH3:26])[O:29][C:30]([O:11][C:8]1[CH:9]=[CH:10][C:5]([NH:4][C:1](=[O:3])[CH3:2])=[CH:6][CH:7]=1)=[O:31])[CH3:17], predict the reactants needed to synthesize it. The reactants are: [C:1]([NH:4][C:5]1[CH:10]=[CH:9][C:8]([OH:11])=[CH:7][CH:6]=1)(=[O:3])[CH3:2].C(O)C.[OH-].[K+].[CH3:17][CH:18]([O:20][C:21](=[O:33])[CH:22]([O:29][C:30](Cl)=[O:31])[O:23][C:24](=[O:28])[CH:25]([CH3:27])[CH3:26])[CH3:19].